Dataset: Peptide-MHC class I binding affinity with 185,985 pairs from IEDB/IMGT. Task: Regression. Given a peptide amino acid sequence and an MHC pseudo amino acid sequence, predict their binding affinity value. This is MHC class I binding data. (1) The peptide sequence is ERNEQGQTL. The MHC is HLA-B08:02 with pseudo-sequence HLA-B08:02. The binding affinity (normalized) is 0.0847. (2) The peptide sequence is QLFTFSPRR. The MHC is HLA-A31:01 with pseudo-sequence HLA-A31:01. The binding affinity (normalized) is 0.414. (3) The peptide sequence is YIITCCLFA. The MHC is HLA-A68:02 with pseudo-sequence HLA-A68:02. The binding affinity (normalized) is 0.0847. (4) The peptide sequence is FLMRNAIQY. The MHC is HLA-A11:01 with pseudo-sequence HLA-A11:01. The binding affinity (normalized) is 0.237. (5) The peptide sequence is WAKLLKQKW. The MHC is HLA-A02:19 with pseudo-sequence HLA-A02:19. The binding affinity (normalized) is 0.0847. (6) The peptide sequence is ATFSVPMEK. The MHC is HLA-A11:01 with pseudo-sequence HLA-A11:01. The binding affinity (normalized) is 0.826. (7) The peptide sequence is IPLASLTPK. The MHC is HLA-A24:02 with pseudo-sequence HLA-A24:02. The binding affinity (normalized) is 0.0753.